Dataset: NCI-60 drug combinations with 297,098 pairs across 59 cell lines. Task: Regression. Given two drug SMILES strings and cell line genomic features, predict the synergy score measuring deviation from expected non-interaction effect. (1) Drug 1: CC1=C(C(=O)C2=C(C1=O)N3CC4C(C3(C2COC(=O)N)OC)N4)N. Drug 2: COC1=C2C(=CC3=C1OC=C3)C=CC(=O)O2. Cell line: SK-MEL-28. Synergy scores: CSS=7.84, Synergy_ZIP=-5.79, Synergy_Bliss=-1.51, Synergy_Loewe=-9.96, Synergy_HSA=-2.57. (2) Drug 1: CC1C(C(CC(O1)OC2CC(CC3=C2C(=C4C(=C3O)C(=O)C5=C(C4=O)C(=CC=C5)OC)O)(C(=O)CO)O)N)O.Cl. Drug 2: CC1=CC2C(CCC3(C2CCC3(C(=O)C)OC(=O)C)C)C4(C1=CC(=O)CC4)C. Cell line: NCIH23. Synergy scores: CSS=9.88, Synergy_ZIP=0.897, Synergy_Bliss=3.11, Synergy_Loewe=0.548, Synergy_HSA=1.16. (3) Drug 1: C1CN1P(=S)(N2CC2)N3CC3. Drug 2: C1CN(P(=O)(OC1)NCCCl)CCCl. Cell line: TK-10. Synergy scores: CSS=8.03, Synergy_ZIP=-5.08, Synergy_Bliss=-4.58, Synergy_Loewe=-11.1, Synergy_HSA=-1.55. (4) Drug 1: CC1=CC2C(CCC3(C2CCC3(C(=O)C)OC(=O)C)C)C4(C1=CC(=O)CC4)C. Drug 2: C1C(C(OC1N2C=NC3=C2NC=NCC3O)CO)O. Cell line: SNB-19. Synergy scores: CSS=-9.04, Synergy_ZIP=3.42, Synergy_Bliss=-2.07, Synergy_Loewe=-10.5, Synergy_HSA=-10.2. (5) Cell line: SK-MEL-28. Synergy scores: CSS=0.199, Synergy_ZIP=2.80, Synergy_Bliss=4.82, Synergy_Loewe=-0.105, Synergy_HSA=0.624. Drug 1: CC1=CC2C(CCC3(C2CCC3(C(=O)C)OC(=O)C)C)C4(C1=CC(=O)CC4)C. Drug 2: COCCOC1=C(C=C2C(=C1)C(=NC=N2)NC3=CC=CC(=C3)C#C)OCCOC.Cl.